Dataset: M1 muscarinic receptor antagonist screen with 61,756 compounds. Task: Binary Classification. Given a drug SMILES string, predict its activity (active/inactive) in a high-throughput screening assay against a specified biological target. (1) The molecule is O=C(Nc1cc2CCCc2cc1)C1(NC(=O)NCC)CCCCC1. The result is 0 (inactive). (2) The compound is S(CCC(=O)N1CC2N(CCC2)CC1)c1nc(cc(n1)C(F)(F)F)c1ccc(OC)cc1. The result is 1 (active).